From a dataset of Reaction yield outcomes from USPTO patents with 853,638 reactions. Predict the reaction yield, written as a fraction of the theoretical maximum amount of product (1.0 means a 100% yield; for example, 0.34 means a 34% yield). (1) The reactants are [F:1][C:2]1[CH:7]=[C:6]([N+:8]([O-])=O)[CH:5]=[CH:4][C:3]=1[CH2:11][CH2:12][CH2:13][C:14]1[N:15]([C:19]([O:21][C:22]([CH3:25])([CH3:24])[CH3:23])=[O:20])[CH:16]=[CH:17][N:18]=1. The catalyst is CCOC(C)=O.[Pd]. The product is [NH2:8][C:6]1[CH:5]=[CH:4][C:3]([CH2:11][CH2:12][CH2:13][C:14]2[N:15]([C:19]([O:21][C:22]([CH3:24])([CH3:23])[CH3:25])=[O:20])[CH:16]=[CH:17][N:18]=2)=[C:2]([F:1])[CH:7]=1. The yield is 0.640. (2) The reactants are [NH2:1][C:2]1[C:10]([N+:11]([O-:13])=[O:12])=[CH:9][CH:8]=[CH:7][C:3]=1[C:4]([OH:6])=O.CN(C(ON1N=NC2C=CC=CC1=2)=[N+](C)C)C.F[P-](F)(F)(F)(F)F.CCN(C(C)C)C(C)C.S(O)(O)(=O)=O.[NH2:52][C:53]1[NH:54][CH:55]=[CH:56][N:57]=1.[OH-].[Na+]. The catalyst is CN(C=O)C.[Cl-].[Na+].O. The product is [NH2:1][C:2]1[C:10]([N+:11]([O-:13])=[O:12])=[CH:9][CH:8]=[CH:7][C:3]=1[C:4]([NH:52][C:53]1[NH:54][CH:55]=[CH:56][N:57]=1)=[O:6]. The yield is 0.750. (3) The reactants are [Cl:1][C:2]1[CH:7]=[CH:6][CH:5]=[C:4]([N+:8]([O-])=O)[C:3]=1[N:11]1[CH2:16][CH2:15][CH2:14][CH2:13][CH2:12]1. The catalyst is [Pd]. The product is [Cl:1][C:2]1[C:3]([N:11]2[CH2:16][CH2:15][CH2:14][CH2:13][CH2:12]2)=[C:4]([NH2:8])[CH:5]=[CH:6][CH:7]=1. The yield is 0.800. (4) The reactants are [NH2:1][C:2]1[CH:3]=[C:4]([CH:8]=[CH:9][C:10]=1[O:11][CH3:12])[C:5]([OH:7])=O.[NH:13]1[CH2:18][CH2:17][CH2:16][C@@H:15]2[C:19]3[CH:20]=[CH:21][CH:22]=[CH:23][C:24]=3[CH2:25][C@H:14]12.F[P-](F)(F)(F)(F)F.N1(OC(N(C)C)=[N+](C)C)C2N=CC=CC=2N=N1. No catalyst specified. The product is [NH2:1][C:2]1[CH:3]=[C:4]([C:5]([N:13]2[CH2:18][CH2:17][CH2:16][C@@H:15]3[C:19]4[CH:20]=[CH:21][CH:22]=[CH:23][C:24]=4[CH2:25][C@H:14]23)=[O:7])[CH:8]=[CH:9][C:10]=1[O:11][CH3:12]. The yield is 0.770. (5) The reactants are Cl[C:2]1[CH:11]=[CH:10][N:9]=[C:8]2[C:3]=1[C:4]1[CH2:16][CH2:15][CH2:14][CH2:13][C:5]=1[C:6](=[O:12])[NH:7]2.[NH2:17][C:18]1[CH:23]=[CH:22][C:21]([OH:24])=[CH:20][CH:19]=1.C(=O)([O-])[O-].[Cs+].[Cs+]. The catalyst is CN(C=O)C.O. The product is [NH2:17][C:18]1[CH:23]=[CH:22][C:21]([O:24][C:2]2[CH:11]=[CH:10][N:9]=[C:8]3[C:3]=2[C:4]2[CH2:16][CH2:15][CH2:14][CH2:13][C:5]=2[C:6](=[O:12])[NH:7]3)=[CH:20][CH:19]=1. The yield is 0.540. (6) The reactants are [Br:1][C:2]1[C:3]([CH3:20])=[C:4]([N:8]2[CH:17](O)[CH2:16][C:15]3[C:10](=[CH:11][CH:12]=[CH:13][CH:14]=3)[C:9]2=[O:19])[CH:5]=[CH:6][CH:7]=1.C([SiH](CC)CC)C.C(O)(C(F)(F)F)=O. The catalyst is C(Cl)Cl. The product is [Br:1][C:2]1[C:3]([CH3:20])=[C:4]([N:8]2[CH:17]=[CH:16][C:15]3[C:10](=[CH:11][CH:12]=[CH:13][CH:14]=3)[C:9]2=[O:19])[CH:5]=[CH:6][CH:7]=1. The yield is 0.670. (7) The reactants are [CH:1]([NH:4][CH2:5][C:6]([CH3:19])([S:8][C:9]1[CH:18]=[CH:17][C:12]2[N:13]=[C:14]([NH2:16])[S:15][C:11]=2[CH:10]=1)[CH3:7])([CH3:3])[CH3:2].Cl.OO.C(=O)([O-])[OH:24].[Na+].[OH2:28]. The catalyst is CO.O.O.[O-][W]([O-])(=O)=O.[Na+].[Na+]. The product is [CH:1]([NH:4][CH2:5][C:6]([CH3:7])([S:8]([C:9]1[CH:18]=[CH:17][C:12]2[N:13]=[C:14]([NH2:16])[S:15][C:11]=2[CH:10]=1)(=[O:24])=[O:28])[CH3:19])([CH3:3])[CH3:2]. The yield is 0.400. (8) The reactants are Br[C:2]1[N:6]2[C:7](=[O:20])[CH:8]=[C:9]([CH2:11][O:12][C:13]3[CH:18]=[CH:17][C:16]([F:19])=[CH:15][CH:14]=3)[N:10]=[C:5]2[S:4][C:3]=1[CH3:21].CC1(C)C(C)(C)OB([CH:30]2[CH2:32][CH:31]2[CH3:33])O1.C(=O)([O-])[O-].[Na+].[Na+]. The catalyst is C(#N)C.O.C1C=CC(P(C2C=CC=CC=2)[C-]2C=CC=C2)=CC=1.C1C=CC(P(C2C=CC=CC=2)[C-]2C=CC=C2)=CC=1.Cl[Pd]Cl.[Fe+2]. The product is [F:19][C:16]1[CH:17]=[CH:18][C:13]([O:12][CH2:11][C:9]2[N:10]=[C:5]3[S:4][C:3]([CH3:21])=[C:2]([CH:30]4[CH2:32][CH:31]4[CH3:33])[N:6]3[C:7](=[O:20])[CH:8]=2)=[CH:14][CH:15]=1. The yield is 0.180. (9) The yield is 0.498. The product is [Cl:21][C:22]1[CH:28]=[CH:27][C:25]([NH:26][C:18]([C:12]2[CH:11]=[C:10]3[C:15]([CH2:16][CH2:17][N:8]([C:6]([O:5][C:1]([CH3:4])([CH3:3])[CH3:2])=[O:7])[CH2:9]3)=[CH:14][CH:13]=2)=[O:20])=[C:24]([N:29]2[CH2:34][CH2:33][N:32]([CH2:35][CH2:36][C:37]([F:38])([F:40])[F:39])[CH2:31][CH2:30]2)[CH:23]=1. The catalyst is CN(C=O)C.C(Cl)Cl. The reactants are [C:1]([O:5][C:6]([N:8]1[CH2:17][CH2:16][C:15]2[C:10](=[CH:11][C:12]([C:18]([OH:20])=O)=[CH:13][CH:14]=2)[CH2:9]1)=[O:7])([CH3:4])([CH3:3])[CH3:2].[Cl:21][C:22]1[CH:28]=[CH:27][C:25]([NH2:26])=[C:24]([N:29]2[CH2:34][CH2:33][N:32]([CH2:35][CH2:36][C:37]([F:40])([F:39])[F:38])[CH2:31][CH2:30]2)[CH:23]=1.CCN(C(C)C)C(C)C.CN(C(ON1N=NC2C=CC=NC1=2)=[N+](C)C)C.F[P-](F)(F)(F)(F)F.